Dataset: CYP3A4 inhibition data for predicting drug metabolism from PubChem BioAssay. Task: Regression/Classification. Given a drug SMILES string, predict its absorption, distribution, metabolism, or excretion properties. Task type varies by dataset: regression for continuous measurements (e.g., permeability, clearance, half-life) or binary classification for categorical outcomes (e.g., BBB penetration, CYP inhibition). Dataset: cyp3a4_veith. (1) The drug is CCn1c(SCC(=O)NC2CCCCC2)nnc1-c1cc2cccc(OC)c2o1. The result is 1 (inhibitor). (2) The compound is O=S(=O)(c1cccc(-c2nnc(-c3ccc(Br)cc3)o2)c1)N1CCCCCC1. The result is 1 (inhibitor). (3) The molecule is CC(C)c1cccc2c([Si](C)(C)C)c3c(nc12)-c1cccc(=O)n1C3. The result is 1 (inhibitor). (4) The molecule is Cc1ccc(N=Nc2c(O)c(S(=O)(=O)O)cc3cc(S(=O)(=O)O)ccc23)c(C)c1. The result is 0 (non-inhibitor). (5) The molecule is O=C(NCc1cccc(C(F)(F)F)c1)c1cc(Cl)cc(Cl)c1. The result is 1 (inhibitor). (6) The molecule is CCn1c(Cc2ccccc2)nnc1SCC(=O)c1cccc([N+](=O)[O-])c1. The result is 0 (non-inhibitor).